From a dataset of Full USPTO retrosynthesis dataset with 1.9M reactions from patents (1976-2016). Predict the reactants needed to synthesize the given product. (1) Given the product [OH:2][CH:3]1[CH:10]2[CH2:11][C:6]3([C:13]([NH:15][C@H:16]4[CH2:21][CH2:20][CH2:19][N:18]([C:22]([N:44]5[CH2:45][CH2:46][N:41]([C:36]6[CH:37]=[CH:38][CH:39]=[CH:40][C:35]=6[O:34][CH3:33])[CH2:42][CH2:43]5)=[O:23])[CH2:17]4)=[O:14])[CH2:7][CH:8]([CH2:12][CH:4]1[CH2:5]3)[CH2:9]2, predict the reactants needed to synthesize it. The reactants are: [I-].[OH:2][CH:3]1[CH:10]2[CH2:11][C:6]3([C:13]([NH:15][C@H:16]4[CH2:21][CH2:20][CH2:19][N:18]([C:22](N5C=C[N+](C)=C5)=[O:23])[CH2:17]4)=[O:14])[CH2:7][CH:8]([CH2:12][CH:4]1[CH2:5]3)[CH2:9]2.C(#N)C.[CH3:33][O:34][C:35]1[CH:40]=[CH:39][CH:38]=[CH:37][C:36]=1[N:41]1[CH2:46][CH2:45][NH:44][CH2:43][CH2:42]1.C(N(CC)CC)C. (2) Given the product [Cl:1][C:2]1[C:3]([C:8]([OH:7])=[O:9])=[C:4]([C:5]([C:22]2[CH:21]=[C:20]([CH2:25][CH2:26][C:27]([O:29][CH3:30])=[O:28])[C:19]([OH:31])=[C:18]([Cl:17])[C:23]=2[OH:24])=[O:6])[CH:10]=[CH:11][CH:12]=1, predict the reactants needed to synthesize it. The reactants are: [Cl:1][C:2]1[CH:12]=[CH:11][CH:10]=[C:4]2[C:5]([O:7][C:8](=[O:9])[C:3]=12)=[O:6].[Al+3].[Cl-].[Cl-].[Cl-].[Cl:17][C:18]1[C:19]([OH:31])=[C:20]([CH2:25][CH2:26][C:27]([O:29][CH3:30])=[O:28])[CH:21]=[CH:22][C:23]=1[OH:24]. (3) Given the product [Br:10][CH2:11][CH2:12][CH2:13][CH2:14][CH2:15][C:16]([C:3]1[C:4]2[C:9](=[CH:8][CH:7]=[CH:6][CH:5]=2)[NH:1][CH:2]=1)=[O:17], predict the reactants needed to synthesize it. The reactants are: [NH:1]1[C:9]2[C:4](=[CH:5][CH:6]=[CH:7][CH:8]=2)[CH:3]=[CH:2]1.[Br:10][CH2:11][CH2:12][CH2:13][CH2:14][CH2:15][C:16](Cl)=[O:17]. (4) Given the product [O:4]1[CH2:5][CH:6]([N:8]2[C:12]3[C:13]4[CH:18]=[CH:17][C:16]([C:19]5[C:24]([CH3:25])=[CH:23][N:22]=[C:21]([O:26][CH3:27])[C:20]=5[CH3:28])=[CH:15][C:14]=4[NH:29][C:32](=[O:34])[C:11]=3[CH:10]=[N:9]2)[CH2:7][O:1][CH2:2][CH2:3]1, predict the reactants needed to synthesize it. The reactants are: [O:1]1[CH2:7][CH:6]([N:8]2[C:12]([C:13]3[CH:18]=[CH:17][C:16]([C:19]4[C:24]([CH3:25])=[CH:23][N:22]=[C:21]([O:26][CH3:27])[C:20]=4[CH3:28])=[CH:15][C:14]=3[N+:29]([O-])=O)=[C:11]([C:32]([O:34]CC)=O)[CH:10]=[N:9]2)[CH2:5][O:4][CH2:3][CH2:2]1.O.C(OCC)(=O)C. (5) Given the product [CH:28]1([CH:24]([CH:25]2[CH2:27][CH2:26]2)[N:19]2[C:18]([CH2:31][CH3:32])=[N:17][C:16]3[C:20]2=[N:21][CH:22]=[N:23][C:15]=3[C:10]2[C:2]([CH3:1])=[CH:3][C:4]3[O:8][CH2:7][CH2:6][C:5]=3[CH:9]=2)[CH2:30][CH2:29]1, predict the reactants needed to synthesize it. The reactants are: [CH3:1][C:2]1[C:10](B(O)O)=[CH:9][C:5]2[CH2:6][CH2:7][O:8][C:4]=2[CH:3]=1.Cl[C:15]1[N:23]=[CH:22][N:21]=[C:20]2[C:16]=1[N:17]=[C:18]([CH2:31][CH3:32])[N:19]2[CH:24]([CH:28]1[CH2:30][CH2:29]1)[CH:25]1[CH2:27][CH2:26]1.C(=O)([O-])[O-].[Na+].[Na+].C1(P(C2C=CC=CC=2)C2C=CC=CC=2)C=CC=CC=1. (6) Given the product [O:16]=[C:6]1[C:5]([CH:2]([NH:1][C:29]([CH:24]2[CH2:28][CH2:27][CH2:26][CH2:25]2)=[O:30])[CH2:3][CH3:4])=[N:10][N:9]=[C:8]([CH:11]2[CH2:15][CH2:14][CH2:13][O:12]2)[NH:7]1, predict the reactants needed to synthesize it. The reactants are: [NH2:1][CH:2]([C:5]1[C:6](=[O:16])[NH:7][C:8]([CH:11]2[CH2:15][CH2:14][CH2:13][O:12]2)=[N:9][N:10]=1)[CH2:3][CH3:4].C(N(CC)CC)C.[CH:24]1([C:29](Cl)=[O:30])[CH2:28][CH2:27][CH2:26][CH2:25]1.